This data is from Forward reaction prediction with 1.9M reactions from USPTO patents (1976-2016). The task is: Predict the product of the given reaction. (1) Given the reactants C(O[C:4]([CH:6]([C:17](=O)[CH:18]([CH3:20])[CH3:19])[CH2:7][C:8]1[CH:16]=[CH:15][C:11]([C:12]([OH:14])=[O:13])=[CH:10][CH:9]=1)=[O:5])C.[C:22]([CH2:24][CH2:25][NH:26][NH2:27])#[N:23], predict the reaction product. The product is: [C:22]([CH2:24][CH2:25][N:26]1[C:4]([OH:5])=[C:6]([CH2:7][C:8]2[CH:9]=[CH:10][C:11]([C:12]([OH:14])=[O:13])=[CH:15][CH:16]=2)[C:17]([CH:18]([CH3:19])[CH3:20])=[N:27]1)#[N:23]. (2) Given the reactants [Cl:1][C:2]1[S:6][C:5]([C:7]2[O:11][N:10]=[C:9]([CH2:12][N:13]3[C:17]([CH2:18][O:19][CH2:20][CH2:21][O:22][CH2:23][CH2:24][O:25][CH3:26])=[CH:16][C:15]([C:27](O)=[O:28])=[N:14]3)[CH:8]=2)=[CH:4][CH:3]=1.Cl.[CH:31]([N:34]1[CH2:39][CH2:38][CH:37]([NH2:40])[CH2:36][CH2:35]1)([CH3:33])[CH3:32].C1N(P(Cl)(N2C(=O)OCC2)=O)C(=O)OC1, predict the reaction product. The product is: [CH:31]([N:34]1[CH2:39][CH2:38][CH:37]([NH:40][C:27]([C:15]2[CH:16]=[C:17]([CH2:18][O:19][CH2:20][CH2:21][O:22][CH2:23][CH2:24][O:25][CH3:26])[N:13]([CH2:12][C:9]3[CH:8]=[C:7]([C:5]4[S:6][C:2]([Cl:1])=[CH:3][CH:4]=4)[O:11][N:10]=3)[N:14]=2)=[O:28])[CH2:36][CH2:35]1)([CH3:33])[CH3:32]. (3) Given the reactants [Cl:1][C:2]1[CH:10]=[C:9]([C:11]([NH:13][C@H:14]([C:16]2[NH:20][C:19]3[CH:21]=[CH:22][C:23]([Cl:25])=[CH:24][C:18]=3[N:17]=2)[CH3:15])=[O:12])[CH:8]=[CH:7][C:3]=1[C:4](O)=[O:5].CN(C(ON1N=NC2C=CC=CC1=2)=[N+](C)C)C.[B-](F)(F)(F)F.C(N(C(C)C)CC)(C)C.[CH2:57]([O:59][C:60]([CH2:62][C@@H:63]1[CH2:67][CH2:66][CH2:65][NH:64]1)=[O:61])[CH3:58].ClCl, predict the reaction product. The product is: [Cl:1][C:2]1[CH:10]=[C:9]([CH:8]=[CH:7][C:3]=1[C:4]([N:64]1[CH2:65][CH2:66][CH2:67][C@H:63]1[CH2:62][C:60]([O:59][CH2:57][CH3:58])=[O:61])=[O:5])[C:11]([NH:13][C@H:14]([C:16]1[NH:20][C:19]2[CH:21]=[CH:22][C:23]([Cl:25])=[CH:24][C:18]=2[N:17]=1)[CH3:15])=[O:12]. (4) Given the reactants [CH2:1]([N:8]1[C:18]2=[C:19]3[C:14](=[CH:15][CH:16]=[CH:17]2)[CH:13]([NH:20][CH3:21])[CH:12](O)[CH2:11][N:10]3[C:9]1=[O:23])[C:2]1[CH:7]=[CH:6][CH:5]=[CH:4][CH:3]=1.C1(S(Cl)(=O)=O)C=CC=CC=1.C1(S([O-])(=O)=O)C=CC=CC=1.C(=O)([O-])[O-].[K+].[K+].C1(S(O)(=O)=O)C=CC=CC=1, predict the reaction product. The product is: [CH2:1]([N:8]1[C:18]2=[C:19]3[C:14](=[CH:15][CH:16]=[CH:17]2)[C@H:13]2[N:20]([CH3:21])[C@H:12]2[CH2:11][N:10]3[C:9]1=[O:23])[C:2]1[CH:7]=[CH:6][CH:5]=[CH:4][CH:3]=1. (5) Given the reactants C[C@]1(NC2C=NC(C(F)(F)F)=CN=2)CCC[C@@H]1NC(C1C(N2N=CC=N2)=CC=CN=1)=O.[CH3:32][C@:33]1([NH:39][C:40]2[CH:45]=[N:44][C:43]([C:46]([F:49])([F:48])[F:47])=[CH:42][N:41]=2)[CH2:37][CH2:36][CH2:35][C@@H:34]1[NH2:38].[Cl:50][C:51]1[CH:52]=[CH:53][C:54]([N:60]2[N:64]=[CH:63][CH:62]=[N:61]2)=[C:55]([CH:59]=1)[C:56](O)=[O:57], predict the reaction product. The product is: [Cl:50][C:51]1[CH:52]=[CH:53][C:54]([N:60]2[N:64]=[CH:63][CH:62]=[N:61]2)=[C:55]([CH:59]=1)[C:56]([NH:38][C@H:34]1[CH2:35][CH2:36][CH2:37][C@:33]1([CH3:32])[NH:39][C:40]1[CH:45]=[N:44][C:43]([C:46]([F:49])([F:47])[F:48])=[CH:42][N:41]=1)=[O:57]. (6) Given the reactants [CH2:1]([O:8][C:9]1[C:16]([O:17][CH3:18])=[CH:15][CH:14]=[CH:13][C:10]=1[CH:11]=O)[C:2]1[CH:7]=[CH:6][CH:5]=[CH:4][CH:3]=1.[CH3:19][S:20][CH2:21][S:22]([CH3:24])=[O:23].O1CCCC1.[OH-].C([N+](C)(C)C)C1C=CC=CC=1, predict the reaction product. The product is: [CH3:24][S:22]([C:21]([S:20][CH3:19])=[CH:11][C:10]1[CH:13]=[CH:14][CH:15]=[C:16]([O:17][CH3:18])[C:9]=1[O:8][CH2:1][C:2]1[CH:7]=[CH:6][CH:5]=[CH:4][CH:3]=1)=[O:23]. (7) Given the reactants Cl[C:2]1[C:11]2[C:6](=[CH:7][CH:8]=[CH:9][CH:10]=2)[CH:5]=[CH:4][N:3]=1.[C:12]1(B(O)O)[CH:17]=[CH:16][CH:15]=[CH:14][CH:13]=1.C(=O)([O-])[O-].[K+].[K+], predict the reaction product. The product is: [C:12]1([C:2]2[C:11]3[C:6](=[CH:7][CH:8]=[CH:9][CH:10]=3)[CH:5]=[CH:4][N:3]=2)[CH:17]=[CH:16][CH:15]=[CH:14][CH:13]=1. (8) Given the reactants [F:1][C:2]1[CH:3]=[CH:4][CH:5]=[C:6]2[C:10]=1[N:9]([CH2:11][CH:12]([CH3:14])[CH3:13])[N:8]=[C:7]2[C:15]1[CH:20]=[CH:19][C:18]([O:21]C)=[CH:17][C:16]=1[CH3:23].B(Br)(Br)Br.C1CCCCC=1, predict the reaction product. The product is: [F:1][C:2]1[CH:3]=[CH:4][CH:5]=[C:6]2[C:10]=1[N:9]([CH2:11][CH:12]([CH3:14])[CH3:13])[N:8]=[C:7]2[C:15]1[CH:20]=[CH:19][C:18]([OH:21])=[CH:17][C:16]=1[CH3:23]. (9) Given the reactants [F:1][C:2]1[CH:10]=[C:9]([I:11])[C:8]([OH:12])=[CH:7][C:3]=1[C:4]([OH:6])=[O:5].S(Cl)(Cl)=O.[CH3:17]O, predict the reaction product. The product is: [F:1][C:2]1[CH:10]=[C:9]([I:11])[C:8]([OH:12])=[CH:7][C:3]=1[C:4]([O:6][CH3:17])=[O:5].